From a dataset of Forward reaction prediction with 1.9M reactions from USPTO patents (1976-2016). Predict the product of the given reaction. Given the reactants [CH2:1]([NH:5][C:6]1[N:11]=[C:10]([NH:12][C@H:13]2[CH2:18][CH2:17][C@H:16]([OH:19])[CH2:15][CH2:14]2)[C:9]([C:20]2[CH:25]=[CH:24][C:23]([CH2:26][CH:27]3[CH2:32][CH2:31][NH:30][CH2:29][CH2:28]3)=[CH:22][N:21]=2)=[CH:8][N:7]=1)[CH2:2][CH2:3][CH3:4].CCN(C(C)C)[CH:36]([CH3:38])[CH3:37].C(I)(C)C, predict the reaction product. The product is: [CH2:1]([NH:5][C:6]1[N:11]=[C:10]([NH:12][C@H:13]2[CH2:14][CH2:15][C@H:16]([OH:19])[CH2:17][CH2:18]2)[C:9]([C:20]2[CH:25]=[CH:24][C:23]([CH2:26][CH:27]3[CH2:32][CH2:31][N:30]([CH:36]([CH3:38])[CH3:37])[CH2:29][CH2:28]3)=[CH:22][N:21]=2)=[CH:8][N:7]=1)[CH2:2][CH2:3][CH3:4].